This data is from NCI-60 drug combinations with 297,098 pairs across 59 cell lines. The task is: Regression. Given two drug SMILES strings and cell line genomic features, predict the synergy score measuring deviation from expected non-interaction effect. Drug 1: CC1=C(N=C(N=C1N)C(CC(=O)N)NCC(C(=O)N)N)C(=O)NC(C(C2=CN=CN2)OC3C(C(C(C(O3)CO)O)O)OC4C(C(C(C(O4)CO)O)OC(=O)N)O)C(=O)NC(C)C(C(C)C(=O)NC(C(C)O)C(=O)NCCC5=NC(=CS5)C6=NC(=CS6)C(=O)NCCC[S+](C)C)O. Drug 2: C#CCC(CC1=CN=C2C(=N1)C(=NC(=N2)N)N)C3=CC=C(C=C3)C(=O)NC(CCC(=O)O)C(=O)O. Cell line: SK-MEL-2. Synergy scores: CSS=43.2, Synergy_ZIP=0.670, Synergy_Bliss=-1.52, Synergy_Loewe=-3.18, Synergy_HSA=-3.60.